From a dataset of NCI-60 drug combinations with 297,098 pairs across 59 cell lines. Regression. Given two drug SMILES strings and cell line genomic features, predict the synergy score measuring deviation from expected non-interaction effect. (1) Drug 1: C1=C(C(=O)NC(=O)N1)N(CCCl)CCCl. Drug 2: COCCOC1=C(C=C2C(=C1)C(=NC=N2)NC3=CC=CC(=C3)C#C)OCCOC.Cl. Cell line: SK-MEL-28. Synergy scores: CSS=20.3, Synergy_ZIP=-1.36, Synergy_Bliss=3.94, Synergy_Loewe=2.68, Synergy_HSA=3.27. (2) Drug 1: C1=CC(=C2C(=C1NCCNCCO)C(=O)C3=C(C=CC(=C3C2=O)O)O)NCCNCCO. Drug 2: C1=CC(=CC=C1CC(C(=O)O)N)N(CCCl)CCCl.Cl. Cell line: CAKI-1. Synergy scores: CSS=62.8, Synergy_ZIP=-3.40, Synergy_Bliss=-2.14, Synergy_Loewe=0.249, Synergy_HSA=3.59.